From a dataset of Full USPTO retrosynthesis dataset with 1.9M reactions from patents (1976-2016). Predict the reactants needed to synthesize the given product. (1) Given the product [Cl:8][C:4]1[CH:5]=[N:6][CH:7]=[C:2]([N:15]2[CH2:16][CH2:17][N:12]([CH:9]([CH3:11])[CH3:10])[CH2:13][CH2:14]2)[N:3]=1, predict the reactants needed to synthesize it. The reactants are: Cl[C:2]1[CH:7]=[N:6][CH:5]=[C:4]([Cl:8])[N:3]=1.[CH:9]([N:12]1[CH2:17][CH2:16][NH:15][CH2:14][CH2:13]1)([CH3:11])[CH3:10].C(N(CC)CC)C. (2) Given the product [CH2:46]([O:45][C:43]([NH:42][C:39]([CH3:41])([CH3:40])[CH2:38][S:37][S:4][CH2:3][C:2]([NH:7][C:8]([O:9][CH2:10][C:11]1[CH:16]=[CH:15][CH:14]=[CH:13][CH:12]=1)=[O:17])([CH3:6])[CH3:1])=[O:44])[C:47]1[CH:52]=[CH:51][CH:50]=[CH:49][CH:48]=1, predict the reactants needed to synthesize it. The reactants are: [CH3:1][C:2]([NH:7][C:8](=[O:17])[O:9][CH2:10][C:11]1[CH:16]=[CH:15][CH:14]=[CH:13][CH:12]=1)([CH3:6])[CH2:3][S:4]C.O.BrN1C(=O)CCC1=O.C(=O)([O-])O.[Na+].C(OC[S:37][CH2:38][C:39]([NH:42][C:43]([O:45][CH2:46][C:47]1[CH:52]=[CH:51][CH:50]=[CH:49][CH:48]=1)=[O:44])([CH3:41])[CH3:40])(=O)C.II.S([O-])(O)=O.[Na+]. (3) Given the product [CH3:1][C:2]1[CH:3]=[CH:4][C:5]2[O:9][N:8]=[C:7]([O:10][CH:13]3[CH2:14][CH2:15][CH2:16][CH2:17][O:12]3)[C:6]=2[CH:11]=1, predict the reactants needed to synthesize it. The reactants are: [CH3:1][C:2]1[CH:3]=[CH:4][C:5]2[O:9][N:8]=[C:7]([OH:10])[C:6]=2[CH:11]=1.[O:12]1[CH2:17][CH2:16][CH2:15][CH2:14][CH2:13]1.C1(C)C=CC(S(O)(=O)=O)=CC=1.N1C=CC=CC=1. (4) Given the product [Br:25][C:9]1[S:8][C:7]2[CH:24]=[C:3]([O:2][CH3:1])[CH:4]=[CH:5][C:6]=2[C:10]=1[O:11][C:12]1[CH:17]=[CH:16][C:15](/[CH:18]=[CH:19]/[C:20]([O:22][CH3:23])=[O:21])=[CH:14][CH:13]=1, predict the reactants needed to synthesize it. The reactants are: [CH3:1][O:2][C:3]1[CH:4]=[CH:5][C:6]2[C:10]([O:11][C:12]3[CH:17]=[CH:16][C:15](/[CH:18]=[CH:19]/[C:20]([O:22][CH3:23])=[O:21])=[CH:14][CH:13]=3)=[CH:9][S:8][C:7]=2[CH:24]=1.[Br:25]N1C(=O)CCC1=O.